From a dataset of Peptide-MHC class I binding affinity with 185,985 pairs from IEDB/IMGT. Regression. Given a peptide amino acid sequence and an MHC pseudo amino acid sequence, predict their binding affinity value. This is MHC class I binding data. (1) The peptide sequence is RFFLPIFSEF. The MHC is HLA-A23:01 with pseudo-sequence HLA-A23:01. The binding affinity (normalized) is 1.00. (2) The peptide sequence is MWAQDAAMY. The MHC is HLA-A03:01 with pseudo-sequence HLA-A03:01. The binding affinity (normalized) is 0.115. (3) The peptide sequence is ILQDRIRMY. The MHC is HLA-B39:01 with pseudo-sequence HLA-B39:01. The binding affinity (normalized) is 0.0847. (4) The peptide sequence is AYTYEAYVRY. The MHC is Mamu-B52 with pseudo-sequence Mamu-B52. The binding affinity (normalized) is 0.355. (5) The peptide sequence is YDAPGWLIW. The MHC is HLA-A24:03 with pseudo-sequence HLA-A24:03. The binding affinity (normalized) is 0.583. (6) The peptide sequence is GTGSGVSSK. The MHC is HLA-A33:01 with pseudo-sequence HLA-A33:01. The binding affinity (normalized) is 0.149. (7) The peptide sequence is SVEDVSAFVR. The MHC is HLA-A31:01 with pseudo-sequence HLA-A31:01. The binding affinity (normalized) is 0.401. (8) The peptide sequence is YGLGSTPLY. The MHC is HLA-B44:02 with pseudo-sequence HLA-B44:02. The binding affinity (normalized) is 0.0847.